This data is from Peptide-MHC class II binding affinity with 134,281 pairs from IEDB. The task is: Regression. Given a peptide amino acid sequence and an MHC pseudo amino acid sequence, predict their binding affinity value. This is MHC class II binding data. (1) The peptide sequence is TISNNLFFNHHKVML. The MHC is HLA-DQA10301-DQB10302 with pseudo-sequence HLA-DQA10301-DQB10302. The binding affinity (normalized) is 0.184. (2) The peptide sequence is VSKAPQLVPKLDEVY. The MHC is DRB1_0301 with pseudo-sequence DRB1_0301. The binding affinity (normalized) is 0.0495.